This data is from Full USPTO retrosynthesis dataset with 1.9M reactions from patents (1976-2016). The task is: Predict the reactants needed to synthesize the given product. Given the product [CH2:5]([C:7]1[C:8]([O:16][CH3:17])=[CH:9][C:10]([C:13](=[O:15])[CH3:14])=[C:11]([N+:18]([O-:20])=[O:19])[CH:12]=1)[CH3:6], predict the reactants needed to synthesize it. The reactants are: C(O)(=O)C.[CH2:5]([C:7]1[CH:12]=[CH:11][C:10]([C:13](=[O:15])[CH3:14])=[CH:9][C:8]=1[O:16][CH3:17])[CH3:6].[N+:18]([O-])([OH:20])=[O:19].